This data is from Reaction yield outcomes from USPTO patents with 853,638 reactions. The task is: Predict the reaction yield, written as a fraction of the theoretical maximum amount of product (1.0 means a 100% yield; for example, 0.34 means a 34% yield). (1) The reactants are [Br:1][C:2]1[CH:10]=[C:9]2[C:5]([CH:6]=[N:7][NH:8]2)=[CH:4][CH:3]=1.[F:11][C:12]1[CH:17]=[CH:16][C:15](I)=[CH:14][CH:13]=1.C([O-])([O-])=O.[Cs+].[Cs+].CN[C@@H]1CCCC[C@H]1NC. The catalyst is O1CCOCC1.[Cu]I. The product is [Br:1][C:2]1[CH:10]=[C:9]2[C:5]([CH:6]=[N:7][N:8]2[C:15]2[CH:16]=[CH:17][C:12]([F:11])=[CH:13][CH:14]=2)=[CH:4][CH:3]=1. The yield is 0.550. (2) The reactants are [I:1][C:2]1[CH:3]=[CH:4][C:5]([N:8]=[CH:9][N:10](C)C)=[N:6][CH:7]=1.N1C=CC=CC=1.NOS(O)(=O)=O. The catalyst is CO. The product is [I:1][C:2]1[CH:3]=[CH:4][C:5]2[N:6]([N:10]=[CH:9][N:8]=2)[CH:7]=1. The yield is 0.670.